This data is from Full USPTO retrosynthesis dataset with 1.9M reactions from patents (1976-2016). The task is: Predict the reactants needed to synthesize the given product. (1) Given the product [Si:29]([O:36][CH2:37][C:38]([CH3:50])([CH3:49])[O:39][C:40]1[CH:41]=[CH:42][C:43]([C:2]2[C:7](=[O:8])[N:6]([CH2:9][C:10]3[CH:15]=[CH:14][C:13]([C:16]4[C:17]([C:22]#[N:23])=[CH:18][CH:19]=[CH:20][CH:21]=4)=[CH:12][C:11]=3[F:24])[C:5]([CH2:25][CH2:26][CH3:27])=[N:4][C:3]=2[CH3:28])=[CH:44][CH:45]=1)([C:32]([CH3:35])([CH3:34])[CH3:33])([CH3:31])[CH3:30], predict the reactants needed to synthesize it. The reactants are: Br[C:2]1[C:7](=[O:8])[N:6]([CH2:9][C:10]2[CH:15]=[CH:14][C:13]([C:16]3[C:17]([C:22]#[N:23])=[CH:18][CH:19]=[CH:20][CH:21]=3)=[CH:12][C:11]=2[F:24])[C:5]([CH2:25][CH2:26][CH3:27])=[N:4][C:3]=1[CH3:28].[Si:29]([O:36][CH2:37][C:38]([CH3:50])([CH3:49])[O:39][C:40]1[CH:45]=[CH:44][C:43](B(O)O)=[CH:42][CH:41]=1)([C:32]([CH3:35])([CH3:34])[CH3:33])([CH3:31])[CH3:30].C(=O)([O-])[O-].[Cs+].[Cs+].O1CCOCC1. (2) The reactants are: [Si:1]([O:8][CH2:9][C@@H:10]([NH:16][C:17](=[O:23])[O:18][C:19]([CH3:22])([CH3:21])[CH3:20])[CH2:11][CH2:12][CH2:13][CH2:14][OH:15])([C:4]([CH3:7])([CH3:6])[CH3:5])([CH3:3])[CH3:2].N1C=CC=CC=1.[C:30](Cl)(=[O:35])[C:31]([CH3:34])([CH3:33])[CH3:32]. Given the product [C:30]([O:15][CH2:14][CH2:13][CH2:12][CH2:11][C@H:10]([NH:16][C:17]([O:18][C:19]([CH3:22])([CH3:21])[CH3:20])=[O:23])[CH2:9][O:8][Si:1]([C:4]([CH3:7])([CH3:6])[CH3:5])([CH3:3])[CH3:2])(=[O:35])[C:31]([CH3:34])([CH3:33])[CH3:32], predict the reactants needed to synthesize it. (3) Given the product [CH3:56][CH:3]1[CH:2]([C:77]([O:80][O:67][C:68]2[CH:69]=[CH:70][C:71]([N+:74]([O-:76])=[O:75])=[CH:72][CH:73]=2)=[O:79])[CH:14]=[CH:13][CH:12]([CH3:15])[CH:11](/[C:16](/[CH3:47])=[CH:17]/[CH:18]=[CH:19]/[C:20]([CH3:46])([O:38][Si:39]([CH2:40][CH3:41])([CH2:44][CH3:45])[CH2:42][CH3:43])[CH2:21][CH:22]2[O:37][CH:23]2[CH:24]([CH3:36])[CH:25]([O:28][Si:29]([CH2:34][CH3:35])([CH2:30][CH3:31])[CH2:32][CH3:33])[CH2:26][CH3:27])[O:10][C:8](=[O:9])[CH2:7][CH:6]([O:48][Si:49]([CH2:54][CH3:55])([CH2:52][CH3:53])[CH2:50][CH3:51])[CH2:5][CH2:4]1, predict the reactants needed to synthesize it. The reactants are: O[CH:2]1[CH:3]([CH3:56])[CH2:4][CH2:5][CH:6]([O:48][Si:49]([CH2:54][CH3:55])([CH2:52][CH3:53])[CH2:50][CH3:51])[CH2:7][C:8]([O:10][CH:11](/[C:16](/[CH3:47])=[CH:17]/[CH:18]=[CH:19]/[C:20]([CH3:46])([O:38][Si:39]([CH2:44][CH3:45])([CH2:42][CH3:43])[CH2:40][CH3:41])[CH2:21][CH:22]2[O:37][CH:23]2[CH:24]([CH3:36])[CH:25]([O:28][Si:29]([CH2:34][CH3:35])([CH2:32][CH3:33])[CH2:30][CH3:31])[CH2:26][CH3:27])[CH:12]([CH3:15])[CH:13]=[CH:14]1)=[O:9].C(N(CC)CC)C.ClC([O:67][C:68]1[CH:73]=[CH:72][C:71]([N+:74]([O-:76])=[O:75])=[CH:70][CH:69]=1)=O.[C:77]([O:80]CC)(=[O:79])C. (4) Given the product [CH3:21][O:20][C:17]1[CH:18]=[CH:19][C:14]([C:12]#[C:13][C:2]2[C:11]3[C:6](=[CH:7][CH:8]=[CH:9][CH:10]=3)[CH:5]=[N:4][CH:3]=2)=[CH:15][CH:16]=1, predict the reactants needed to synthesize it. The reactants are: Br[C:2]1[C:11]2[C:6](=[CH:7][CH:8]=[CH:9][CH:10]=2)[CH:5]=[N:4][CH:3]=1.[C:12]([C:14]1[CH:19]=[CH:18][C:17]([O:20][CH3:21])=[CH:16][CH:15]=1)#[CH:13]. (5) Given the product [NH2:2][C:1]1[NH:21][N:20]=[C:4]([CH:6]2[CH2:11][CH2:10][N:9]([C:12]([O:14][C:15]([CH3:18])([CH3:17])[CH3:16])=[O:13])[CH2:8][CH2:7]2)[CH:3]=1, predict the reactants needed to synthesize it. The reactants are: [C:1]([CH2:3][C:4]([CH:6]1[CH2:11][CH2:10][N:9]([C:12]([O:14][C:15]([CH3:18])([CH3:17])[CH3:16])=[O:13])[CH2:8][CH2:7]1)=O)#[N:2].O.[NH2:20][NH2:21]. (6) Given the product [F:52][CH:51]([F:53])[O:50][C:41]1[CH:42]=[CH:43][C:44]2[C:49](=[CH:48][CH:47]=[CH:46][CH:45]=2)[C:40]=1[CH2:39][N:16]1[C:15](=[O:32])[C@@H:14]([NH:13][C:11](=[O:12])[C@@H:10]([N:2]([CH3:1])[C:3](=[O:9])[O:4][C:5]([CH3:8])([CH3:6])[CH3:7])[CH3:33])[CH2:20][N:19]([C:21](=[O:27])[CH2:22][S:23]([CH3:26])(=[O:24])=[O:25])[C:18]2[CH:28]=[CH:29][CH:30]=[CH:31][C:17]1=2, predict the reactants needed to synthesize it. The reactants are: [CH3:1][N:2]([C@@H:10]([CH3:33])[C:11]([NH:13][C@H:14]1[CH2:20][N:19]([C:21](=[O:27])[CH2:22][S:23]([CH3:26])(=[O:25])=[O:24])[C:18]2[CH:28]=[CH:29][CH:30]=[CH:31][C:17]=2[NH:16][C:15]1=[O:32])=[O:12])[C:3](=[O:9])[O:4][C:5]([CH3:8])([CH3:7])[CH3:6].CS(O[CH2:39][C:40]1[C:49]2[C:44](=[CH:45][CH:46]=[CH:47][CH:48]=2)[CH:43]=[CH:42][C:41]=1[O:50][CH:51]([F:53])[F:52])(=O)=O.C([O-])([O-])=O.[Cs+].[Cs+].